Dataset: NCI-60 drug combinations with 297,098 pairs across 59 cell lines. Task: Regression. Given two drug SMILES strings and cell line genomic features, predict the synergy score measuring deviation from expected non-interaction effect. Drug 1: C1=CC(=CC=C1C#N)C(C2=CC=C(C=C2)C#N)N3C=NC=N3. Drug 2: COC1=C2C(=CC3=C1OC=C3)C=CC(=O)O2. Cell line: HCT116. Synergy scores: CSS=-8.35, Synergy_ZIP=1.96, Synergy_Bliss=-3.24, Synergy_Loewe=-4.89, Synergy_HSA=-6.74.